This data is from Forward reaction prediction with 1.9M reactions from USPTO patents (1976-2016). The task is: Predict the product of the given reaction. (1) Given the reactants CCN(C(C)C)C(C)C.[NH2:10][C@@H:11]([CH2:16][OH:17])[CH2:12][CH:13]([CH3:15])[CH3:14].Cl[C:19]1[C:20]2[S:36][C:35]([NH2:37])=[N:34][C:21]=2[N:22]=[C:23]([S:25][C@H:26]([C:28]2[CH:33]=[CH:32][CH:31]=[CH:30][CH:29]=2)[CH3:27])[N:24]=1.O, predict the reaction product. The product is: [NH2:37][C:35]1[S:36][C:20]2[C:19]([NH:10][CH:11]([CH2:12][CH:13]([CH3:15])[CH3:14])[CH2:16][OH:17])=[N:24][C:23]([S:25][C@H:26]([C:28]3[CH:29]=[CH:30][CH:31]=[CH:32][CH:33]=3)[CH3:27])=[N:22][C:21]=2[N:34]=1. (2) Given the reactants [N+:1]([C:4]1[CH:5]=[N:6][C:7]([NH:10][C:11]2[CH:25]=[CH:24][C:14]([C:15]([N:17]([CH2:21][CH2:22][OH:23])[CH:18]([CH3:20])[CH3:19])=[O:16])=[CH:13][CH:12]=2)=[N:8][CH:9]=1)([O-])=O, predict the reaction product. The product is: [NH2:1][C:4]1[CH:5]=[N:6][C:7]([NH:10][C:11]2[CH:12]=[CH:13][C:14]([C:15]([N:17]([CH2:21][CH2:22][OH:23])[CH:18]([CH3:20])[CH3:19])=[O:16])=[CH:24][CH:25]=2)=[N:8][CH:9]=1. (3) The product is: [NH2:17][C:16]1[C:3]2[CH:4]=[N:5][C:6]3[CH:7]=[C:8]([O:14][CH3:15])[C:9]([O:12][CH3:13])=[CH:10][C:11]=3[C:2]=2[S:1][C:24]=1[C:23]([C:22]1[CH:27]=[CH:28][C:19]([F:18])=[CH:20][CH:21]=1)=[O:26]. Given the reactants [SH:1][C:2]1[C:11]2[C:6](=[CH:7][C:8]([O:14][CH3:15])=[C:9]([O:12][CH3:13])[CH:10]=2)[N:5]=[CH:4][C:3]=1[C:16]#[N:17].[F:18][C:19]1[CH:28]=[CH:27][C:22]([C:23](=[O:26])[CH2:24]Br)=[CH:21][CH:20]=1.[OH-].[Na+], predict the reaction product.